From a dataset of Forward reaction prediction with 1.9M reactions from USPTO patents (1976-2016). Predict the product of the given reaction. The product is: [Cl:13][C:5]1[CH:4]=[C:3]([CH2:2][S:15][CH3:14])[CH:8]=[C:7]([C:9]([F:12])([F:11])[F:10])[N:6]=1. Given the reactants Br[CH2:2][C:3]1[CH:8]=[C:7]([C:9]([F:12])([F:11])[F:10])[N:6]=[C:5]([Cl:13])[CH:4]=1.[CH3:14][S-:15].[Na+].[Cl-].[Na+], predict the reaction product.